This data is from Peptide-MHC class II binding affinity with 134,281 pairs from IEDB. The task is: Regression. Given a peptide amino acid sequence and an MHC pseudo amino acid sequence, predict their binding affinity value. This is MHC class II binding data. (1) The peptide sequence is LHQNFKDTSMQKTIP. The MHC is HLA-DQA10201-DQB10301 with pseudo-sequence HLA-DQA10201-DQB10301. The binding affinity (normalized) is 0. (2) The peptide sequence is KFIPALEAAVKQAYA. The MHC is DRB1_0802 with pseudo-sequence DRB1_0802. The binding affinity (normalized) is 0.440. (3) The binding affinity (normalized) is 0.344. The MHC is HLA-DPA10103-DPB10201 with pseudo-sequence HLA-DPA10103-DPB10201. The peptide sequence is TYGDKWLDAKSTWYG. (4) The peptide sequence is VKPLYIITPTNVSHI. The MHC is DRB3_0101 with pseudo-sequence DRB3_0101. The binding affinity (normalized) is 0.537. (5) The peptide sequence is FNILTGKKITAHLKR. The MHC is DRB4_0103 with pseudo-sequence DRB4_0103. The binding affinity (normalized) is 0.851. (6) The peptide sequence is ALRASADAYATAEAS. The MHC is HLA-DQA10501-DQB10301 with pseudo-sequence HLA-DQA10501-DQB10301. The binding affinity (normalized) is 0.457. (7) The peptide sequence is GFLQIVDKIDAAFKI. The MHC is DRB1_1501 with pseudo-sequence DRB1_1501. The binding affinity (normalized) is 0.645.